From a dataset of Full USPTO retrosynthesis dataset with 1.9M reactions from patents (1976-2016). Predict the reactants needed to synthesize the given product. (1) The reactants are: [CH3:1][C:2]1[N:3]=[C:4]([C:7]2[C:15]3[CH2:14][CH2:13][O:12][CH2:11][C:10]=3[S:9][C:8]=2[NH2:16])[O:5][CH:6]=1.[C:17]12[C:25](=[O:26])[O:24][C:22](=[O:23])[C:18]=1[CH2:19][CH2:20][CH2:21]2. Given the product [CH3:1][C:2]1[N:3]=[C:4]([C:7]2[C:15]3[CH2:14][CH2:13][O:12][CH2:11][C:10]=3[S:9][C:8]=2[NH:16][C:25]([C:17]2[CH2:21][CH2:20][CH2:19][C:18]=2[C:22]([OH:24])=[O:23])=[O:26])[O:5][CH:6]=1, predict the reactants needed to synthesize it. (2) Given the product [F:28][C:3]([F:2])([F:27])[C:4]1[CH:5]=[C:6]([S:14]([NH:17][C:18]2[S:19][C:20]3[CH2:21][N:22]([C:30]4[CH:38]=[C:37]([C:39]([F:40])([F:42])[F:41])[CH:36]=[CH:35][C:31]=4[C:32]([NH2:34])=[O:33])[CH2:23][CH2:24][C:25]=3[N:26]=2)(=[O:15])=[O:16])[CH:7]=[C:8]([C:10]([F:11])([F:12])[F:13])[CH:9]=1, predict the reactants needed to synthesize it. The reactants are: Cl.[F:2][C:3]([F:28])([F:27])[C:4]1[CH:5]=[C:6]([S:14]([NH:17][C:18]2[S:19][C:20]3[CH2:21][NH2+:22][CH2:23][CH2:24][C:25]=3[N:26]=2)(=[O:16])=[O:15])[CH:7]=[C:8]([C:10]([F:13])([F:12])[F:11])[CH:9]=1.F[C:30]1[CH:38]=[C:37]([C:39]([F:42])([F:41])[F:40])[CH:36]=[CH:35][C:31]=1[C:32]([NH2:34])=[O:33].C([O-])([O-])=O.[K+].[K+]. (3) Given the product [CH3:1][O:2][C:3]1[CH:4]=[C:5]2[C:10](=[CH:11][C:12]=1[O:13][CH3:14])[N:9]=[CH:8][CH:7]=[C:6]2[O:15][C:16]1[CH:22]=[CH:21][C:19]([NH:20][C:26](=[O:28])[O:49][CH:45]([CH2:44][CH2:43][N:40]2[CH2:41][CH2:42][O:37][CH2:38][CH2:39]2)[CH2:46][CH2:47][CH3:48])=[C:18]([CH3:23])[C:17]=1[CH3:24], predict the reactants needed to synthesize it. The reactants are: [CH3:1][O:2][C:3]1[CH:4]=[C:5]2[C:10](=[CH:11][C:12]=1[O:13][CH3:14])[N:9]=[CH:8][CH:7]=[C:6]2[O:15][C:16]1[CH:22]=[CH:21][C:19]([NH2:20])=[C:18]([CH3:23])[C:17]=1[CH3:24].Cl[C:26](Cl)([O:28]C(=O)OC(Cl)(Cl)Cl)Cl.[O:37]1[CH2:42][CH2:41][N:40]([CH2:43][CH2:44][CH:45]([OH:49])[CH2:46][CH2:47][CH3:48])[CH2:39][CH2:38]1.C(=O)(O)[O-].[Na+]. (4) The reactants are: N.C[O:3][C:4]1[CH:9]=[CH:8][C:7]([Si:10]([CH3:13])([CH3:12])[CH3:11])=[CH:6][CH:5]=1.[Na].C(O)(=O)C(O)=O. Given the product [CH3:11][Si:10]([CH3:13])([CH3:12])[CH:7]1[CH2:8][CH2:9][C:4](=[O:3])[CH2:5][CH2:6]1, predict the reactants needed to synthesize it. (5) Given the product [NH2:1][C:2]1[C:7]([C:8]([NH:10][C:11]2[CH:16]=[CH:15][C:14]([C:17]3[O:21][CH:20]=[N:19][CH:18]=3)=[C:13]([OH:22])[CH:12]=2)=[O:9])=[C:6]([Br:26])[N:5]=[CH:4][N:3]=1, predict the reactants needed to synthesize it. The reactants are: [NH2:1][C:2]1[C:7]([C:8]([NH:10][C:11]2[CH:16]=[CH:15][C:14]([C:17]3[O:21][CH:20]=[N:19][CH:18]=3)=[C:13]([O:22]C)[CH:12]=2)=[O:9])=[C:6](Cl)[N:5]=[CH:4][N:3]=1.B(Br)(Br)[Br:26].BrBr. (6) Given the product [CH3:9][O:8][CH2:7][C:5]1[O:6][C:2]([C:14]2[CH:19]=[CH:18][CH:17]=[CH:16][CH:15]=2)=[CH:3][C:4]=1[C:10]([O:12][CH3:13])=[O:11], predict the reactants needed to synthesize it. The reactants are: Br[C:2]1[O:6][C:5]([CH2:7][O:8][CH3:9])=[C:4]([C:10]([O:12][CH3:13])=[O:11])[CH:3]=1.[C:14]1(B(O)O)[CH:19]=[CH:18][CH:17]=[CH:16][CH:15]=1.C(=O)([O-])[O-].[Na+].[Na+].COCCOC.